Dataset: Catalyst prediction with 721,799 reactions and 888 catalyst types from USPTO. Task: Predict which catalyst facilitates the given reaction. (1) Reactant: [Cl:1][C:2]1[CH:3]=[CH:4][C:5]([O:15][CH2:16][C:17]2[C:22]([F:23])=[CH:21][CH:20]=[CH:19][C:18]=2[F:24])=[C:6]([C:8](=O)[CH2:9][CH2:10][C:11](=O)[CH3:12])[CH:7]=1.[NH2:25][C:26]1[CH:27]=[C:28]([C:32]([OH:35])=[CH:33][CH:34]=1)[C:29]([OH:31])=[O:30].CC1C=CC(S(O)(=O)=O)=CC=1. Product: [Cl:1][C:2]1[CH:3]=[CH:4][C:5]([O:15][CH2:16][C:17]2[C:22]([F:23])=[CH:21][CH:20]=[CH:19][C:18]=2[F:24])=[C:6]([C:8]2[N:25]([C:26]3[CH:27]=[C:28]([C:32]([OH:35])=[CH:33][CH:34]=3)[C:29]([OH:31])=[O:30])[C:11]([CH3:12])=[CH:10][CH:9]=2)[CH:7]=1. The catalyst class is: 291. (2) Reactant: [CH3:1][O:2][C:3]1[CH:4]=[C:5]([CH:7]=[C:8]([O:12][CH3:13])[C:9]=1[O:10][CH3:11])[NH2:6].CC1(C)C2C(=C(P(C3C=CC=CC=3)C3C=CC=CC=3)C=CC=2)OC2C(P(C3C=CC=CC=3)C3C=CC=CC=3)=CC=CC1=2.C([O-])([O-])=O.[Cs+].[Cs+].Cl[C:63]1[CH:68]=[C:67]([O:69][C:70]2[CH:71]=[C:72]([CH3:84])[C:73]([CH3:83])=[N:74][C:75]=2[C:76]2[CH:81]=[CH:80][CH:79]=[C:78]([CH3:82])[N:77]=2)[CH:66]=[CH:65][N:64]=1. The catalyst class is: 231. Product: [CH3:84][C:72]1[CH:71]=[C:70]([O:69][C:67]2[CH:66]=[CH:65][N:64]=[C:63]([NH:6][C:5]3[CH:7]=[C:8]([O:12][CH3:13])[C:9]([O:10][CH3:11])=[C:3]([O:2][CH3:1])[CH:4]=3)[CH:68]=2)[C:75]([C:76]2[CH:81]=[CH:80][CH:79]=[C:78]([CH3:82])[N:77]=2)=[N:74][C:73]=1[CH3:83]. (3) Reactant: Cl[C:2]1[N:7]([C:8]2[CH:13]=[CH:12][C:11]([I:14])=[CH:10][C:9]=2[F:15])[C:6](=[O:16])[N:5]([CH3:17])[C:4](=[O:18])[CH:3]=1.CN.FC1C=C(I)C=C[C:23]=1[N:29]1C(=O)C=C(NC)N(C)C1=O. Product: [F:15][C:9]1[CH:10]=[C:11]([I:14])[CH:12]=[CH:13][C:8]=1[N:7]1[C:2]([NH:29][CH3:23])=[CH:3][C:4](=[O:18])[N:5]([CH3:17])[C:6]1=[O:16]. The catalyst class is: 5. (4) Reactant: [F:1][C:2]1[C:10]([NH:11][S:12]([CH2:15][CH2:16][CH3:17])(=[O:14])=[O:13])=[CH:9][CH:8]=[C:7]([F:18])[C:3]=1[C:4]([OH:6])=O.CN(C)C=O.C(Cl)(=O)C(Cl)=O.C(N(CC)CC)C.[NH2:37][C:38]1[CH:39]=[N:40][C:41]2[C:46]([CH:47]=1)=[CH:45][CH:44]=[CH:43][CH:42]=2. Product: [F:1][C:2]1[C:10]([NH:11][S:12]([CH2:15][CH2:16][CH3:17])(=[O:14])=[O:13])=[CH:9][CH:8]=[C:7]([F:18])[C:3]=1[C:4]([NH:37][C:38]1[CH:39]=[N:40][C:41]2[C:46]([CH:47]=1)=[CH:45][CH:44]=[CH:43][CH:42]=2)=[O:6]. The catalyst class is: 217.